This data is from Forward reaction prediction with 1.9M reactions from USPTO patents (1976-2016). The task is: Predict the product of the given reaction. (1) Given the reactants [F:1][C:2]1[CH:7]=[CH:6][C:5]([C:8]2[C:17]([N:18]3[CH2:23][CH2:22][N:21]([S:24]([CH3:27])(=[O:26])=[O:25])[CH2:20][CH2:19]3)=[N:16][C:15]3[C:10](=[CH:11][CH:12]=[C:13]([C:28]([O:30]C)=[O:29])[CH:14]=3)[N:9]=2)=[CH:4][CH:3]=1.[OH-].[Na+].O, predict the reaction product. The product is: [F:1][C:2]1[CH:7]=[CH:6][C:5]([C:8]2[C:17]([N:18]3[CH2:19][CH2:20][N:21]([S:24]([CH3:27])(=[O:25])=[O:26])[CH2:22][CH2:23]3)=[N:16][C:15]3[C:10](=[CH:11][CH:12]=[C:13]([C:28]([OH:30])=[O:29])[CH:14]=3)[N:9]=2)=[CH:4][CH:3]=1. (2) Given the reactants [H-].[Na+].[Si:3]([O:10][CH2:11][C@H:12]1[O:17][C@:16]([C:20]2[CH:25]=[CH:24][C:23]([Cl:26])=[C:22]([CH2:27][C:28]3[CH:33]=[CH:32][C:31]([O:34][CH2:35][CH3:36])=[C:30]([F:37])[C:29]=3[F:38])[CH:21]=2)([O:18][CH3:19])[C@H:15]([OH:39])[C@@H:14]([OH:40])[C@@H:13]1[OH:41])([C:6]([CH3:9])([CH3:8])[CH3:7])([CH3:5])[CH3:4].[CH2:42](Br)[C:43]1[CH:48]=[CH:47][CH:46]=[CH:45][CH:44]=1, predict the reaction product. The product is: [C:6]([Si:3]([CH3:5])([CH3:4])[O:10][CH2:11][C@@H:12]1[C@@H:13]([O:41][CH2:42][C:43]2[CH:48]=[CH:47][CH:46]=[CH:45][CH:44]=2)[C@H:14]([O:40][CH2:27][C:28]2[CH:33]=[CH:32][CH:31]=[CH:30][CH:29]=2)[C@@H:15]([O:39][CH2:16][C:20]2[CH:25]=[CH:24][CH:23]=[CH:22][CH:21]=2)[C@@:16]([C:20]2[CH:25]=[CH:24][C:23]([Cl:26])=[C:22]([CH2:27][C:28]3[CH:33]=[CH:32][C:31]([O:34][CH2:35][CH3:36])=[C:30]([F:37])[C:29]=3[F:38])[CH:21]=2)([O:18][CH3:19])[O:17]1)([CH3:9])([CH3:7])[CH3:8]. (3) Given the reactants [O:1]=[S:2]1(=[O:23])[CH2:6][CH2:5][CH2:4][N:3]1[C:7]1[CH:16]=[C:15]([N:17]2[CH2:21][CH2:20][O:19][C:18]2=[O:22])[CH:14]=[CH:13][C:8]=1[C:9]([O:11]C)=O.Cl.[CH:25]1([C:28]2[CH:29]=[C:30]([CH3:40])[C:31]([N:34]3[CH2:39][CH2:38][NH:37][CH2:36][CH2:35]3)=[N:32][CH:33]=2)[CH2:27][CH2:26]1, predict the reaction product. The product is: [CH:25]1([C:28]2[CH:29]=[C:30]([CH3:40])[C:31]([N:34]3[CH2:35][CH2:36][N:37]([C:9]([C:8]4[CH:13]=[CH:14][C:15]([N:17]5[CH2:21][CH2:20][O:19][C:18]5=[O:22])=[CH:16][C:7]=4[N:3]4[CH2:4][CH2:5][CH2:6][S:2]4(=[O:1])=[O:23])=[O:11])[CH2:38][CH2:39]3)=[N:32][CH:33]=2)[CH2:27][CH2:26]1. (4) Given the reactants [CH3:1][S:2]([NH2:5])(=[O:4])=[O:3].CCN(CC)CC.[F:13][C:14]1[CH:15]=[C:16]([NH:21][C:22]([C:24]2[CH:25]=[C:26]([S:31](Cl)(=[O:33])=[O:32])[CH:27]=[CH:28][C:29]=2[F:30])=[O:23])[CH:17]=[CH:18][C:19]=1[F:20], predict the reaction product. The product is: [F:13][C:14]1[CH:15]=[C:16]([NH:21][C:22](=[O:23])[C:24]2[CH:25]=[C:26]([S:31](=[O:33])(=[O:32])[NH:5][S:2]([CH3:1])(=[O:4])=[O:3])[CH:27]=[CH:28][C:29]=2[F:30])[CH:17]=[CH:18][C:19]=1[F:20]. (5) Given the reactants [C:1]([C:5]1[O:9][N:8]=[C:7]([NH:10][C:11]([C@@H:13]2[CH2:18][CH2:17][CH2:16][CH2:15][N:14]2[C:19]([N:21]2[CH2:26][CH2:25][NH:24][CH2:23][CH2:22]2)=[O:20])=[O:12])[CH:6]=1)([CH3:4])([CH3:3])[CH3:2].[C:27](Cl)(=[O:30])[CH2:28][CH3:29].C(N(CC)C(C)C)(C)C, predict the reaction product. The product is: [C:1]([C:5]1[O:9][N:8]=[C:7]([NH:10][C:11]([C@@H:13]2[CH2:18][CH2:17][CH2:16][CH2:15][N:14]2[C:19]([N:21]2[CH2:26][CH2:25][N:24]([C:27](=[O:30])[CH2:28][CH3:29])[CH2:23][CH2:22]2)=[O:20])=[O:12])[CH:6]=1)([CH3:4])([CH3:2])[CH3:3]. (6) Given the reactants [CH3:1][C:2]([C:5]1[CH:6]=[C:7]([CH:21]=[C:22]([C:25]([CH3:28])([CH3:27])[CH3:26])[C:23]=1[OH:24])[C:8]([NH:10][CH2:11][C:12]1[CH:17]=[CH:16][C:15]([N+:18]([O-])=O)=[CH:14][CH:13]=1)=[O:9])([CH3:4])[CH3:3].[H][H], predict the reaction product. The product is: [CH3:4][C:2]([C:5]1[CH:6]=[C:7]([CH:21]=[C:22]([C:25]([CH3:28])([CH3:27])[CH3:26])[C:23]=1[OH:24])[C:8]([NH:10][CH2:11][C:12]1[CH:17]=[CH:16][C:15]([NH2:18])=[CH:14][CH:13]=1)=[O:9])([CH3:1])[CH3:3]. (7) Given the reactants [O:1]=[S:2]1(=[O:10])[CH2:6][CH2:5]C(C(O)=O)N1.C[N:12]([CH:14]=O)[CH3:13].Br[CH2:17][C:18]1[CH:23]=[CH:22][CH:21]=[CH:20][CH:19]=1.[C:24]([O-:27])([O-])=[O:25].[K+].[K+], predict the reaction product. The product is: [CH2:17]([O:27][C:24]([CH:13]1[CH2:5][CH2:6][S:2](=[O:1])(=[O:10])[N:12]1[CH2:14][C:18]1[CH:23]=[CH:22][CH:21]=[CH:20][CH:19]=1)=[O:25])[C:18]1[CH:23]=[CH:22][CH:21]=[CH:20][CH:19]=1. (8) Given the reactants [Cl:1][C:2]1[C:7]([Cl:8])=[CH:6][CH:5]=[CH:4][C:3]=1[N:9]1[CH2:14][CH2:13][NH:12][CH2:11][CH2:10]1.Cl[CH2:16][CH2:17][CH2:18][CH2:19][O:20][C:21]1[CH:30]=[C:29]2[C:24]([CH2:25][CH2:26][C:27](=[O:31])[NH:28]2)=[CH:23][CH:22]=1.Cl.ClC1C(Cl)=CC=CC=1N1CCNCC1.C(=O)([O-])[O-].[K+].[K+], predict the reaction product. The product is: [CH:5]1[CH:4]=[C:3]([N:9]2[CH2:14][CH2:13][N:12]([CH2:16][CH2:17][CH2:18][CH2:19][O:20][C:21]3[CH:22]=[CH:23][C:24]4[CH2:25][CH2:26][C:27](=[O:31])[NH:28][C:29]=4[CH:30]=3)[CH2:11][CH2:10]2)[C:2]([Cl:1])=[C:7]([Cl:8])[CH:6]=1. (9) Given the reactants Cl[C:2]1[CH:7]=[CH:6][N:5]=[C:4]2[NH:8][CH:9]=[CH:10][C:3]=12.[Na+].[I-:12].C(Cl)(=O)C.[OH-].[Na+], predict the reaction product. The product is: [I:12][C:2]1[CH:7]=[CH:6][N:5]=[C:4]2[NH:8][CH:9]=[CH:10][C:3]=12.